Dataset: Full USPTO retrosynthesis dataset with 1.9M reactions from patents (1976-2016). Task: Predict the reactants needed to synthesize the given product. (1) Given the product [ClH:1].[NH2:18][C@H:16]([C:6]1[C:7](=[O:14])[NH:8][C:9]2[C:4]([CH:5]=1)=[CH:3][C:2]([Cl:1])=[C:11]([O:12][CH3:13])[CH:10]=2)[CH3:17], predict the reactants needed to synthesize it. The reactants are: [Cl:1][C:2]1[CH:3]=[C:4]2[C:9](=[CH:10][C:11]=1[O:12][CH3:13])[N:8]=[C:7]([O:14]C)[C:6]([C@@H:16]([NH:18][S@@](C(C)(C)C)=O)[CH3:17])=[CH:5]2.Cl. (2) The reactants are: Br[CH2:2][CH2:3][CH2:4][CH2:5][CH2:6][CH2:7][C:8]1[C:14]2[CH:15]=[CH:16][C:17]([OH:19])=[CH:18][C:13]=2[CH2:12][CH2:11][CH2:10][C:9]=1[C:20]1[CH:25]=[CH:24][CH:23]=[CH:22][CH:21]=1.[CH2:26]([NH:28][CH2:29][CH2:30][CH2:31][S:32]([CH2:34][CH2:35][C:36]([F:39])([F:38])[F:37])=[O:33])[CH3:27]. Given the product [CH2:26]([N:28]([CH2:29][CH2:30][CH2:31][S:32]([CH2:34][CH2:35][C:36]([F:39])([F:37])[F:38])=[O:33])[CH2:2][CH2:3][CH2:4][CH2:5][CH2:6][CH2:7][C:8]1[C:14]2[CH:15]=[CH:16][C:17]([OH:19])=[CH:18][C:13]=2[CH2:12][CH2:11][CH2:10][C:9]=1[C:20]1[CH:25]=[CH:24][CH:23]=[CH:22][CH:21]=1)[CH3:27], predict the reactants needed to synthesize it.